Predict the reaction yield, written as a fraction of the theoretical maximum amount of product (1.0 means a 100% yield; for example, 0.34 means a 34% yield). From a dataset of Reaction yield outcomes from USPTO patents with 853,638 reactions. (1) The reactants are Cl.Cl.[O:3]1[C:11]2[CH:10]=[CH:9][N:8]=[CH:7][C:6]=2[C:5]([N:12]2[CH2:17][CH2:16][N:15]([CH2:18][CH2:19][C@H:20]3[CH2:25][CH2:24][C@H:23]([NH2:26])[CH2:22][CH2:21]3)[CH2:14][CH2:13]2)=[N:4]1.[CH3:27][C:28](O)=[O:29].CCN(C(C)C)C(C)C.CN(C(ON1N=NC2C=CC=CC1=2)=[N+](C)C)C.[B-](F)(F)(F)F. The catalyst is O1CCOCC1. The product is [O:3]1[C:11]2[CH:10]=[CH:9][N:8]=[CH:7][C:6]=2[C:5]([N:12]2[CH2:13][CH2:14][N:15]([CH2:18][CH2:19][C@H:20]3[CH2:25][CH2:24][C@H:23]([NH:26][C:28](=[O:29])[CH3:27])[CH2:22][CH2:21]3)[CH2:16][CH2:17]2)=[N:4]1. The yield is 0.670. (2) The reactants are [ClH:1].[NH2:2][C:3]1[N:8]=[C:7](O)[C:6]([NH2:10])=[C:5](O)[N:4]=1.P(Cl)(Cl)([Cl:14])=O. The catalyst is [Cl-].C([N+](CC)(CC)CC)C. The product is [Cl:1][C:5]1[C:6]([NH2:10])=[C:7]([Cl:14])[N:8]=[C:3]([NH2:2])[N:4]=1. The yield is 0.640.